Task: Predict the reactants needed to synthesize the given product.. Dataset: Full USPTO retrosynthesis dataset with 1.9M reactions from patents (1976-2016) (1) Given the product [CH3:1][N:2]1[C:7](=[O:8])[C:6]([N+:23]([O-:24])=[O:22])=[C:5]([C:9]2[CH:14]=[CH:13][N:12]=[CH:11][CH:10]=2)[N:4]=[C:3]1[S:15][CH3:16], predict the reactants needed to synthesize it. The reactants are: [CH3:1][N:2]1[C:7](=[O:8])[CH:6]=[C:5]([C:9]2[CH:14]=[CH:13][N:12]=[CH:11][CH:10]=2)[N:4]=[C:3]1[S:15][CH3:16].F[B-](F)(F)F.[O:22]=[N+:23]=[O:24]. (2) The reactants are: [Si:1]([O:8][CH:9]([CH2:15][CH2:16][CH2:17][CH2:18][CH2:19][CH2:20][CH2:21]/[CH:22]=[CH:23]\[CH2:24]/[CH:25]=[CH:26]\[CH2:27][CH2:28][CH2:29][CH2:30][CH3:31])[CH2:10][C:11](OC)=[O:12])([C:4]([CH3:7])([CH3:6])[CH3:5])([CH3:3])[CH3:2].CC(C[AlH]CC(C)C)C.Cl. Given the product [Si:1]([O:8][CH:9]([CH2:15][CH2:16][CH2:17][CH2:18][CH2:19][CH2:20][CH2:21]/[CH:22]=[CH:23]\[CH2:24]/[CH:25]=[CH:26]\[CH2:27][CH2:28][CH2:29][CH2:30][CH3:31])[CH2:10][CH:11]=[O:12])([C:4]([CH3:7])([CH3:6])[CH3:5])([CH3:3])[CH3:2], predict the reactants needed to synthesize it. (3) The reactants are: [C:1](/[C:3](=[N:23]\[OH:24])/[C:4]1[CH:9]=[CH:8][C:7]([N:10]2[CH2:15][CH2:14][N:13]([C:16]([O:18][C:19]([CH3:22])([CH3:21])[CH3:20])=[O:17])[CH2:12][CH2:11]2)=[CH:6][CH:5]=1)#[N:2].Cl.[NH2:26]O.C([O-])(O)=O.[Na+].[OH-].[Na+]. Given the product [NH2:2][C:1]1[C:3]([C:4]2[CH:5]=[CH:6][C:7]([N:10]3[CH2:11][CH2:12][N:13]([C:16]([O:18][C:19]([CH3:20])([CH3:21])[CH3:22])=[O:17])[CH2:14][CH2:15]3)=[CH:8][CH:9]=2)=[N:23][O:24][N:26]=1, predict the reactants needed to synthesize it. (4) Given the product [C:1]([O:5][C:6](=[O:22])[NH:7][C:8]1[CH:13]=[CH:12][C:11]([C:14]2[CH:19]=[CH:18][CH:17]=[CH:16][C:15]=2[F:20])=[CH:10][C:9]=1[NH:21][C:28](=[O:27])[CH2:29][C:30]([C:32]1[CH:37]=[CH:36][CH:35]=[C:34]([N:38]2[CH:42]=[C:41]([CH3:43])[N:40]=[C:39]2[CH3:44])[CH:33]=1)=[O:31])([CH3:4])([CH3:2])[CH3:3], predict the reactants needed to synthesize it. The reactants are: [C:1]([O:5][C:6](=[O:22])[NH:7][C:8]1[CH:13]=[CH:12][C:11]([C:14]2[CH:19]=[CH:18][CH:17]=[CH:16][C:15]=2[F:20])=[CH:10][C:9]=1[NH2:21])([CH3:4])([CH3:3])[CH3:2].C([O:27][C:28](=O)[CH2:29][C:30]([C:32]1[CH:37]=[CH:36][CH:35]=[C:34]([N:38]2[CH:42]=[C:41]([CH3:43])[N:40]=[C:39]2[CH3:44])[CH:33]=1)=[O:31])(C)(C)C. (5) Given the product [Cl:1][C:2]1[C:3]([NH:32][S:33]([C:36]2[CH:41]=[CH:40][C:39]([F:42])=[CH:38][C:37]=2[F:43])(=[O:34])=[O:35])=[CH:4][C:5]([C:8]2[CH:9]=[CH:10][C:11]3[N:12]=[CH:13][N:14]=[C:15]([NH:18][CH:19]4[CH2:24][CH2:23][NH:22][CH2:21][CH2:20]4)[C:16]=3[N:17]=2)=[CH:6][N:7]=1, predict the reactants needed to synthesize it. The reactants are: [Cl:1][C:2]1[N:7]=[CH:6][C:5]([C:8]2[CH:9]=[CH:10][C:11]3[N:12]=[CH:13][N:14]=[C:15]([NH:18][CH:19]4[CH2:24][CH2:23][N:22](C(OC(C)(C)C)=O)[CH2:21][CH2:20]4)[C:16]=3[N:17]=2)=[CH:4][C:3]=1[NH:32][S:33]([C:36]1[CH:41]=[CH:40][C:39]([F:42])=[CH:38][C:37]=1[F:43])(=[O:35])=[O:34].C(O)(C(F)(F)F)=O.